The task is: Predict the product of the given reaction.. This data is from Forward reaction prediction with 1.9M reactions from USPTO patents (1976-2016). (1) Given the reactants CC([N:5]([C:9]([CH3:40])([CH3:39])[C:10]([N:12]([C:14]1[CH:19]=[CH:18][C:17]([O:20][CH3:21])=[C:16]([NH:22][S:23]([C:26]2[CH:31]=[CH:30][C:29]([C:32]3[O:33][C:34]([CH3:37])=[CH:35][CH:36]=3)=[C:28]([F:38])[CH:27]=2)(=[O:25])=[O:24])[CH:15]=1)[CH3:13])=[O:11])C(=O)[O-])(C)C.[ClH:41], predict the reaction product. The product is: [ClH:41].[F:38][C:28]1[CH:27]=[C:26]([S:23]([NH:22][C:16]2[CH:15]=[C:14]([N:12]([CH3:13])[C:10](=[O:11])[C:9]([CH3:40])([CH3:39])[NH2:5])[CH:19]=[CH:18][C:17]=2[O:20][CH3:21])(=[O:25])=[O:24])[CH:31]=[CH:30][C:29]=1[C:32]1[O:33][C:34]([CH3:37])=[CH:35][CH:36]=1. (2) Given the reactants [Cl:1][C:2]1[CH:3]=[C:4]2[C:8](=[CH:9][CH:10]=1)[N:7]([S:11]([C:14]1[CH:23]=[CH:22][C:17]([C:18](OC)=[O:19])=[CH:16][CH:15]=1)(=[O:13])=[O:12])[CH2:6][CH2:5]2.[BH4-].[Li+].[H-].[Al+3].[Li+].[H-].[H-].[H-], predict the reaction product. The product is: [Cl:1][C:2]1[CH:3]=[C:4]2[C:8](=[CH:9][CH:10]=1)[N:7]([S:11]([C:14]1[CH:23]=[CH:22][C:17]([CH2:18][OH:19])=[CH:16][CH:15]=1)(=[O:13])=[O:12])[CH2:6][CH2:5]2. (3) Given the reactants [C:1]([CH:4]1[CH2:7][C:6]2([CH2:12][CH2:11][N:10]([C:13]([O:15][C:16]([CH3:19])([CH3:18])[CH3:17])=[O:14])[CH2:9][CH2:8]2)[CH2:5]1)(=O)[NH2:2].COC1C=CC(P2(SP(C3C=CC(OC)=CC=3)(=S)S2)=[S:29])=CC=1, predict the reaction product. The product is: [NH2:2][C:1]([CH:4]1[CH2:7][C:6]2([CH2:12][CH2:11][N:10]([C:13]([O:15][C:16]([CH3:19])([CH3:18])[CH3:17])=[O:14])[CH2:9][CH2:8]2)[CH2:5]1)=[S:29]. (4) Given the reactants [N:1]1[N:2]=[N:3][N:4]2[CH:8]([C:9]([O:11]C)=[O:10])[CH2:7][CH2:6][C:5]=12.[Li+].[OH-], predict the reaction product. The product is: [N:1]1[N:2]=[N:3][N:4]2[CH:8]([C:9]([OH:11])=[O:10])[CH2:7][CH2:6][C:5]=12. (5) Given the reactants [OH:1][C@@H:2]1[CH2:5][C@H:4]([NH:6][C:7](=[O:16])[O:8][CH2:9][C:10]2[CH:15]=[CH:14][CH:13]=[CH:12][CH:11]=2)[CH2:3]1.[C:17]1([CH3:27])[CH:22]=[CH:21][C:20]([S:23](Cl)(=[O:25])=[O:24])=[CH:19][CH:18]=1.C(N(CC)CC)C, predict the reaction product. The product is: [CH3:27][C:17]1[CH:22]=[CH:21][C:20]([S:23]([O:1][C@H:2]2[CH2:3][C@@H:4]([NH:6][C:7]([O:8][CH2:9][C:10]3[CH:15]=[CH:14][CH:13]=[CH:12][CH:11]=3)=[O:16])[CH2:5]2)(=[O:25])=[O:24])=[CH:19][CH:18]=1.